Predict the product of the given reaction. From a dataset of Forward reaction prediction with 1.9M reactions from USPTO patents (1976-2016). Given the reactants [CH:1]([N:4]1[C:8]([CH:9]2[CH2:12][C:11](=C)[CH2:10]2)=[CH:7][C:6]([C:14]([O:16][CH2:17][CH3:18])=[O:15])=[N:5]1)([CH3:3])[CH3:2].[OH2:19], predict the reaction product. The product is: [CH:1]([N:4]1[C:8]([CH:9]2[CH2:12][C:11](=[O:19])[CH2:10]2)=[CH:7][C:6]([C:14]([O:16][CH2:17][CH3:18])=[O:15])=[N:5]1)([CH3:3])[CH3:2].